This data is from Catalyst prediction with 721,799 reactions and 888 catalyst types from USPTO. The task is: Predict which catalyst facilitates the given reaction. (1) Reactant: [Br:1][C:2]1[CH:10]=[C:9]2[C:5]([C:6]([NH2:12])=[N:7][N:8]2[CH3:11])=[CH:4][CH:3]=1.[C:13](O[C:13]([O:15][C:16]([CH3:19])([CH3:18])[CH3:17])=[O:14])([O:15][C:16]([CH3:19])([CH3:18])[CH3:17])=[O:14].C(N(CC)CC)C.O. Product: [Br:1][C:2]1[CH:10]=[C:9]2[C:5]([C:6]([NH:12][C:13](=[O:14])[O:15][C:16]([CH3:19])([CH3:18])[CH3:17])=[N:7][N:8]2[CH3:11])=[CH:4][CH:3]=1. The catalyst class is: 119. (2) Reactant: [CH3:1][O:2][C:3]1[CH:4]=[N:5][C:6]2[CH:7]([NH2:13])[CH2:8][CH2:9][CH2:10][C:11]=2[CH:12]=1.[C:14]([O:18][C:19]([N:21]([CH2:29][C:30]1[CH:37]=[CH:36][C:33]([CH:34]=O)=[CH:32][CH:31]=1)[CH2:22][C:23]1[CH:28]=[CH:27][CH:26]=[CH:25][N:24]=1)=[O:20])([CH3:17])([CH3:16])[CH3:15].[BH-](OC(C)=O)(OC(C)=O)OC(C)=O.[Na+]. The catalyst class is: 2. Product: [C:14]([O:18][C:19](=[O:20])[N:21]([CH2:29][C:30]1[CH:31]=[CH:32][C:33]([CH2:34][NH:13][CH:7]2[C:6]3[N:5]=[CH:4][C:3]([O:2][CH3:1])=[CH:12][C:11]=3[CH2:10][CH2:9][CH2:8]2)=[CH:36][CH:37]=1)[CH2:22][C:23]1[CH:28]=[CH:27][CH:26]=[CH:25][N:24]=1)([CH3:17])([CH3:16])[CH3:15]. (3) Reactant: [CH3:1][O:2][C:3]1[CH:38]=[CH:37][C:6]([CH2:7][NH:8][C:9]2[N:14]=[C:13]([O:15]C3C=CC(NC(=O)CC(NC4C=CC(F)=CC=4)=O)=CC=3F)[CH:12]=[CH:11][N:10]=2)=[CH:5][CH:4]=1.FC1C=CC(CC(N=C=O)=O)=CC=1.COC1C=CC(CNC2N=CN=C(O[C:67]3[CH:72]=[CH:71][C:70]([NH:73][C:74]([NH:76][C:77](=[O:86])[CH2:78][C:79]4[CH:84]=[CH:83][C:82]([F:85])=[CH:81][CH:80]=4)=[O:75])=[CH:69][C:68]=3[F:87])C=2)=CC=1. Product: [CH3:1][O:2][C:3]1[CH:4]=[CH:5][C:6]([CH2:7][NH:8][C:9]2[N:14]=[C:13]([O:15][C:67]3[CH:72]=[CH:71][C:70]([NH:73][C:74]([NH:76][C:77](=[O:86])[CH2:78][C:79]4[CH:84]=[CH:83][C:82]([F:85])=[CH:81][CH:80]=4)=[O:75])=[CH:69][C:68]=3[F:87])[CH:12]=[CH:11][N:10]=2)=[CH:37][CH:38]=1. The catalyst class is: 1.